Dataset: Merck oncology drug combination screen with 23,052 pairs across 39 cell lines. Task: Regression. Given two drug SMILES strings and cell line genomic features, predict the synergy score measuring deviation from expected non-interaction effect. Drug 2: COC1=C2CC(C)CC(OC)C(O)C(C)C=C(C)C(OC(N)=O)C(OC)C=CC=C(C)C(=O)NC(=CC1=O)C2=O. Synergy scores: synergy=-18.8. Cell line: RPMI7951. Drug 1: O=C(CCCCCCC(=O)Nc1ccccc1)NO.